Predict the reactants needed to synthesize the given product. From a dataset of Full USPTO retrosynthesis dataset with 1.9M reactions from patents (1976-2016). (1) Given the product [Cl:1][C:2]1[CH:3]=[CH:4][C:5]([CH2:8][O:9][C:10]2[CH:15]=[CH:14][NH:13][C:12](=[O:19])[CH:11]=2)=[N:6][CH:7]=1, predict the reactants needed to synthesize it. The reactants are: [Cl:1][C:2]1[CH:3]=[CH:4][C:5]([CH2:8][O:9][C:10]2[CH:15]=[CH:14][N+:13]([O-])=[CH:12][CH:11]=2)=[N:6][CH:7]=1.CC(OC(C)=O)=[O:19]. (2) Given the product [Cl:14][C:12]1[CH:11]=[CH:10][C:9]([O:15][CH2:16][CH3:17])=[C:8]([C:6]2[N:5]=[C:4]([NH2:18])[N:3]=[C:2]([NH:27][C:24]3[CH:25]=[CH:26][C:21]([CH3:20])=[CH:22][CH:23]=3)[CH:7]=2)[CH:13]=1, predict the reactants needed to synthesize it. The reactants are: Cl[C:2]1[CH:7]=[C:6]([C:8]2[CH:13]=[C:12]([Cl:14])[CH:11]=[CH:10][C:9]=2[O:15][CH2:16][CH3:17])[N:5]=[C:4]([NH2:18])[N:3]=1.Cl.[CH3:20][C:21]1[CH:22]=[CH:23][C:24]([NH2:27])=[CH:25][CH:26]=1. (3) Given the product [Cl:22][C:23]1[CH:24]=[C:25]([CH:29]=[CH:30][CH:31]=1)[C:26]([NH:9][C:3]1[CH:4]=[C:5]([Cl:8])[CH:6]=[CH:7][C:2]=1[N:12]1[CH2:17][CH2:16][CH:15]([CH2:18][CH2:19][OH:20])[CH2:14][CH2:13]1)=[O:27], predict the reactants needed to synthesize it. The reactants are: Cl[C:2]1[CH:7]=[CH:6][C:5]([Cl:8])=[CH:4][C:3]=1[N+:9]([O-])=O.[NH:12]1[CH2:17][CH2:16][CH:15]([CH2:18][CH2:19][OH:20])[CH2:14][CH2:13]1.Cl.[Cl:22][C:23]1[CH:24]=[C:25]([CH:29]=[CH:30][CH:31]=1)[C:26](Cl)=[O:27]. (4) Given the product [C:1]([C:5]1[N:10]=[CH:9][C:8]([C:11]2[N:12]([C:32]([N:47]3[CH2:48][CH2:49][N:44]([CH:41]4[CH2:42][CH2:43][S:39](=[O:50])(=[O:38])[CH2:40]4)[CH2:45][CH2:46]3)=[O:33])[C@@:13]([C:25]3[CH:26]=[CH:27][C:28]([Cl:31])=[CH:29][CH:30]=3)([CH3:24])[C@@:14]([C:17]3[CH:18]=[CH:19][C:20]([Cl:23])=[CH:21][CH:22]=3)([CH3:16])[N:15]=2)=[C:7]([O:35][CH2:36][CH3:37])[CH:6]=1)([CH3:4])([CH3:3])[CH3:2], predict the reactants needed to synthesize it. The reactants are: [C:1]([C:5]1[N:10]=[CH:9][C:8]([C:11]2[N:12]([C:32](Cl)=[O:33])[C@@:13]([C:25]3[CH:30]=[CH:29][C:28]([Cl:31])=[CH:27][CH:26]=3)([CH3:24])[C@@:14]([C:17]3[CH:22]=[CH:21][C:20]([Cl:23])=[CH:19][CH:18]=3)([CH3:16])[N:15]=2)=[C:7]([O:35][CH2:36][CH3:37])[CH:6]=1)([CH3:4])([CH3:3])[CH3:2].[O:38]=[S:39]1(=[O:50])[CH2:43][CH2:42][CH:41]([N:44]2[CH2:49][CH2:48][NH:47][CH2:46][CH2:45]2)[CH2:40]1.